Task: Predict the reaction yield, written as a fraction of the theoretical maximum amount of product (1.0 means a 100% yield; for example, 0.34 means a 34% yield).. Dataset: Reaction yield outcomes from USPTO patents with 853,638 reactions (1) The reactants are [CH3:1][N:2]([CH2:10][CH2:11][CH2:12][N:13]1[CH2:18][CH2:17][S:16][C:15]2[CH:19]=[C:20]([NH:23][C:24]([C:26]3[S:27][CH:28]=[CH:29][CH:30]=3)=[NH:25])[CH:21]=[CH:22][C:14]1=2)C(=O)OC(C)(C)C. The catalyst is Cl. The product is [CH3:1][NH:2][CH2:10][CH2:11][CH2:12][N:13]1[CH2:18][CH2:17][S:16][C:15]2[CH:19]=[C:20]([NH:23][C:24]([C:26]3[S:27][CH:28]=[CH:29][CH:30]=3)=[NH:25])[CH:21]=[CH:22][C:14]1=2. The yield is 0.940. (2) The reactants are COC1C=CC([CH:9]2[C:18]3[C:13](=CC(OCCCO)=CC=3)[CH2:12][NH:11][CH2:10]2)=CC=1.[CH2:24]([N:31]1[CH2:40][CH:39]([C:41]2[CH:46]=[CH:45][C:44]([O:47][CH3:48])=[CH:43][CH:42]=2)[C:38]2[C:33](=[CH:34][C:35]([O:49][CH2:50][CH2:51][CH2:52]O)=[CH:36][CH:37]=2)[CH2:32]1)[C:25]1C=CC=CC=1. The catalyst is CCO.[Pd]. The product is [CH2:24]([N:31]1[CH2:40][CH:39]([C:41]2[CH:46]=[CH:45][C:44]([O:47][CH3:48])=[CH:43][CH:42]=2)[C:38]2[C:33](=[CH:34][C:35]([O:49][CH2:50][CH2:51][CH2:52][N:11]3[CH2:12][CH2:13][CH2:18][CH2:9][CH2:10]3)=[CH:36][CH:37]=2)[CH2:32]1)[CH3:25]. The yield is 0.730. (3) The reactants are O([CH2:9][CH2:10][N:11]1[C:15](=[O:16])[C:14]2=[CH:17][CH:18]=[CH:19][CH:20]=[C:13]2[C:12]1=[O:21])S(C(F)(F)F)(=O)=O.[Cl:22][C:23]1[CH:24]=[C:25]([CH:57]=[CH:58][CH:59]=1)[NH:26][C:27]1[N:32]=[C:31]([C:33]2[N:34]=[CH:35][N:36](C(C3C=CC=CC=3)(C3C=CC=CC=3)C3C=CC=CC=3)[CH:37]=2)[CH:30]=[CH:29][N:28]=1. The catalyst is C(Cl)Cl. The product is [Cl:22][C:23]1[CH:24]=[C:25]([CH:57]=[CH:58][CH:59]=1)[NH:26][C:27]1[N:32]=[C:31]([C:33]2[N:34]([CH2:9][CH2:10][N:11]3[C:15](=[O:16])[C:14]4=[CH:17][CH:18]=[CH:19][CH:20]=[C:13]4[C:12]3=[O:21])[CH:35]=[N:36][CH:37]=2)[CH:30]=[CH:29][N:28]=1. The yield is 0.400.